From a dataset of Full USPTO retrosynthesis dataset with 1.9M reactions from patents (1976-2016). Predict the reactants needed to synthesize the given product. (1) Given the product [Cl:29][C:2]1[N:7]=[CH:6][C:5]([CH2:8][N+:9]2[C:14]([O-:15])=[C:13]([C:16]3[CH:21]=[CH:20][CH:19]=[C:18]([C:22](=[NH:23])[NH:31][OH:30])[CH:17]=3)[C:12](=[O:24])[N:11]3[CH:25]=[CH:26][CH:27]=[CH:28][C:10]=23)=[CH:4][CH:3]=1, predict the reactants needed to synthesize it. The reactants are: Cl[C:2]1[N:7]=[CH:6][C:5]([CH2:8][N+:9]2[C:14]([O-:15])=[C:13]([C:16]3[CH:21]=[CH:20][CH:19]=[C:18]([C:22]#[N:23])[CH:17]=3)[C:12](=[O:24])[N:11]3[CH:25]=[CH:26][CH:27]=[CH:28][C:10]=23)=[CH:4][CH:3]=1.[ClH:29].[OH:30][NH3+:31].CC(C)([O-])C.[K+]. (2) Given the product [NH2:18][CH:2]1[C:11]2[C:6](=[C:7]([C:12]#[N:13])[CH:8]=[CH:9][CH:10]=2)[O:5][CH2:4][CH2:3]1, predict the reactants needed to synthesize it. The reactants are: O=[C:2]1[C:11]2[C:6](=[C:7]([C:12]#[N:13])[CH:8]=[CH:9][CH:10]=2)[O:5][CH2:4][CH2:3]1.OC1C=CC=CC=1C#[N:18].C([O-])(=O)C.[NH4+].